From a dataset of NCI-60 drug combinations with 297,098 pairs across 59 cell lines. Regression. Given two drug SMILES strings and cell line genomic features, predict the synergy score measuring deviation from expected non-interaction effect. (1) Drug 1: C1CCN(CC1)CCOC2=CC=C(C=C2)C(=O)C3=C(SC4=C3C=CC(=C4)O)C5=CC=C(C=C5)O. Drug 2: C(CC(=O)O)C(=O)CN.Cl. Cell line: ACHN. Synergy scores: CSS=-3.63, Synergy_ZIP=1.68, Synergy_Bliss=-0.435, Synergy_Loewe=-3.00, Synergy_HSA=-2.93. (2) Drug 1: C1CCC(C1)C(CC#N)N2C=C(C=N2)C3=C4C=CNC4=NC=N3. Drug 2: C1CNP(=O)(OC1)N(CCCl)CCCl. Cell line: NCI-H226. Synergy scores: CSS=4.68, Synergy_ZIP=-1.45, Synergy_Bliss=3.47, Synergy_Loewe=-8.38, Synergy_HSA=-0.153. (3) Drug 1: CCCS(=O)(=O)NC1=C(C(=C(C=C1)F)C(=O)C2=CNC3=C2C=C(C=N3)C4=CC=C(C=C4)Cl)F. Drug 2: COC1=NC(=NC2=C1N=CN2C3C(C(C(O3)CO)O)O)N. Cell line: NCI-H460. Synergy scores: CSS=1.79, Synergy_ZIP=3.64, Synergy_Bliss=0.305, Synergy_Loewe=2.06, Synergy_HSA=-1.97. (4) Drug 1: CC(CN1CC(=O)NC(=O)C1)N2CC(=O)NC(=O)C2. Drug 2: CC(C1=C(C=CC(=C1Cl)F)Cl)OC2=C(N=CC(=C2)C3=CN(N=C3)C4CCNCC4)N. Cell line: ACHN. Synergy scores: CSS=29.5, Synergy_ZIP=-6.53, Synergy_Bliss=-3.86, Synergy_Loewe=-2.31, Synergy_HSA=-2.14. (5) Drug 1: C1CCC(C1)C(CC#N)N2C=C(C=N2)C3=C4C=CNC4=NC=N3. Drug 2: C1C(C(OC1N2C=C(C(=O)NC2=O)F)CO)O. Cell line: SK-OV-3. Synergy scores: CSS=36.1, Synergy_ZIP=1.02, Synergy_Bliss=0.934, Synergy_Loewe=-23.8, Synergy_HSA=1.46. (6) Drug 1: C1CC(=O)NC(=O)C1N2CC3=C(C2=O)C=CC=C3N. Drug 2: CN(C(=O)NC(C=O)C(C(C(CO)O)O)O)N=O. Cell line: SK-MEL-5. Synergy scores: CSS=6.12, Synergy_ZIP=-2.74, Synergy_Bliss=-2.47, Synergy_Loewe=-3.56, Synergy_HSA=-2.71. (7) Drug 1: CC(C1=C(C=CC(=C1Cl)F)Cl)OC2=C(N=CC(=C2)C3=CN(N=C3)C4CCNCC4)N. Drug 2: CC1=C2C(C(=O)C3(C(CC4C(C3C(C(C2(C)C)(CC1OC(=O)C(C(C5=CC=CC=C5)NC(=O)OC(C)(C)C)O)O)OC(=O)C6=CC=CC=C6)(CO4)OC(=O)C)OC)C)OC. Cell line: MALME-3M. Synergy scores: CSS=38.5, Synergy_ZIP=7.20, Synergy_Bliss=10.9, Synergy_Loewe=2.95, Synergy_HSA=11.3. (8) Synergy scores: CSS=13.7, Synergy_ZIP=-2.23, Synergy_Bliss=3.33, Synergy_Loewe=3.72, Synergy_HSA=3.76. Drug 2: CC(C)(C#N)C1=CC(=CC(=C1)CN2C=NC=N2)C(C)(C)C#N. Cell line: NCI-H522. Drug 1: CS(=O)(=O)C1=CC(=C(C=C1)C(=O)NC2=CC(=C(C=C2)Cl)C3=CC=CC=N3)Cl. (9) Drug 1: COC1=CC(=CC(=C1O)OC)C2C3C(COC3=O)C(C4=CC5=C(C=C24)OCO5)OC6C(C(C7C(O6)COC(O7)C8=CC=CS8)O)O. Drug 2: N.N.Cl[Pt+2]Cl. Cell line: SW-620. Synergy scores: CSS=23.2, Synergy_ZIP=0.518, Synergy_Bliss=-1.15, Synergy_Loewe=-30.4, Synergy_HSA=-4.53. (10) Drug 1: CCC1=CC2CC(C3=C(CN(C2)C1)C4=CC=CC=C4N3)(C5=C(C=C6C(=C5)C78CCN9C7C(C=CC9)(C(C(C8N6C)(C(=O)OC)O)OC(=O)C)CC)OC)C(=O)OC.C(C(C(=O)O)O)(C(=O)O)O. Drug 2: CCC1(CC2CC(C3=C(CCN(C2)C1)C4=CC=CC=C4N3)(C5=C(C=C6C(=C5)C78CCN9C7C(C=CC9)(C(C(C8N6C)(C(=O)OC)O)OC(=O)C)CC)OC)C(=O)OC)O.OS(=O)(=O)O. Cell line: MCF7. Synergy scores: CSS=58.4, Synergy_ZIP=6.42, Synergy_Bliss=5.25, Synergy_Loewe=5.05, Synergy_HSA=8.96.